Predict the reaction yield, written as a fraction of the theoretical maximum amount of product (1.0 means a 100% yield; for example, 0.34 means a 34% yield). From a dataset of Reaction yield outcomes from USPTO patents with 853,638 reactions. (1) The reactants are [CH:1]([O:4][C:5]([N:7]1[C:16]2[C:11](=[N:12][C:13]([NH:18][CH2:19][C:20]3[CH:25]=[CH:24][CH:23]=[CH:22][CH:21]=3)=[C:14]([CH3:17])[CH:15]=2)[C@H:10](N(CC2C=C(C(F)(F)F)C=C(C(F)(F)F)C=2)C#N)[CH2:9][C@@H:8]1[CH2:44][CH3:45])=[O:6])([CH3:3])[CH3:2].[N-]=[N+]=[N-].[Na+].Cl.C(N(CC)CC)C.C1(P(C2C=CC=CC=2)C2C=CC=CC=2)C=CC=CC=1.CO.CC(OC(/N=N/C(OC(C)C)=O)=O)C. The yield is 0.220. The product is [CH:1]([O:4][C:5]([N:7]1[C:16]2[C:11](=[N:12][C:13]([NH:18][CH2:19][C:20]3[CH:25]=[CH:24][CH:23]=[CH:22][CH:21]=3)=[C:14]([CH3:17])[CH:15]=2)[CH2:10][CH2:9][CH:8]1[CH2:44][CH3:45])=[O:6])([CH3:3])[CH3:2]. The catalyst is C1(C)C=CC=CC=1.C(OCC)(=O)C. (2) The reactants are [Cl:1][C:2]1[CH:3]=[C:4]([C:9]2[CH:10]=[C:11]([C@:15]3(C)[CH2:20][C:19](=[O:21])[N:18]([CH3:22])[C:17](=[N:23]C(=O)OC(C)(C)C)[NH:16]3)[CH:12]=[CH:13][CH:14]=2)[C:5]([OH:8])=[CH:6][CH:7]=1.[C:32](O)([C:34](F)(F)F)=O.C(Cl)Cl. No catalyst specified. The product is [Cl:1][C:2]1[CH:3]=[C:4]([C:9]2[CH:10]=[C:11]([C@@:15]3([CH2:32][CH3:34])[NH:16][C:17](=[NH:23])[N:18]([CH3:22])[C:19](=[O:21])[CH2:20]3)[CH:12]=[CH:13][CH:14]=2)[C:5]([OH:8])=[CH:6][CH:7]=1. The yield is 0.600. (3) The catalyst is CN(C)CCO.[Cu]I. The yield is 0.140. The reactants are Br[C:2]1[S:6][C:5]([C:7]2[NH:11][C:10]3[C:12]([OH:32])=[CH:13][CH:14]=[C:15]([C:16]([NH:18][C@H:19]4[CH2:24][CH2:23][CH2:22][N:21](C(OC(C)(C)C)=O)[CH2:20]4)=[O:17])[C:9]=3[N:8]=2)=[CH:4][CH:3]=1.[N:33]1(C(OC(C)(C)C)=O)[CH2:38][CH2:37][NH:36][CH2:35][CH2:34]1.[O-]P([O-])([O-])=O.[K+].[K+].[K+].O. The product is [OH:32][C:12]1[C:10]2[NH:11][C:7]([C:5]3[S:6][C:2]([N:33]4[CH2:38][CH2:37][NH:36][CH2:35][CH2:34]4)=[CH:3][CH:4]=3)=[N:8][C:9]=2[C:15]([C:16]([NH:18][C@H:19]2[CH2:24][CH2:23][CH2:22][NH:21][CH2:20]2)=[O:17])=[CH:14][CH:13]=1.